This data is from Full USPTO retrosynthesis dataset with 1.9M reactions from patents (1976-2016). The task is: Predict the reactants needed to synthesize the given product. (1) The reactants are: [NH2:1][C:2]1[C:7]2=[N:8][CH:9]=[C:10]([C@@H:11]3[O:15][C@H:14]([CH2:16][OH:17])[C@@H:13]([O:18][Si:19]([C:22]([CH3:25])([CH3:24])[CH3:23])([CH3:21])[CH3:20])[CH2:12]3)[N:6]2[N:5]=[CH:4][N:3]=1. Given the product [NH2:1][C:2]1[C:7]2=[N:8][CH:9]=[C:10]([C@@H:11]3[O:15][C@H:14]([CH:16]=[O:17])[C@@H:13]([O:18][Si:19]([C:22]([CH3:25])([CH3:24])[CH3:23])([CH3:20])[CH3:21])[CH2:12]3)[N:6]2[N:5]=[CH:4][N:3]=1, predict the reactants needed to synthesize it. (2) Given the product [CH3:5][O:4][CH2:11][NH:6][C:7]([CH:8]1[CH2:10][CH2:9]1)=[O:16], predict the reactants needed to synthesize it. The reactants are: Cl.CN[O:4][CH3:5].[N:6]1[CH:11]=[CH:10][CH:9]=[CH:8][CH:7]=1.C1(C(Cl)=[O:16])CC1. (3) Given the product [CH:13]1([NH:16][C:17](=[O:35])[C:18]2[CH:23]=[CH:22][C:21]([CH3:24])=[C:20]([NH:25][C:26](=[O:34])[C:27]3[CH:28]=[CH:29][C:30]([O:8][CH2:7][C:3]4[N:2]=[N:1][CH:6]=[CH:5][CH:4]=4)=[CH:31][CH:32]=3)[CH:19]=2)[CH2:15][CH2:14]1, predict the reactants needed to synthesize it. The reactants are: [N:1]1[CH:6]=[CH:5][CH:4]=[C:3]([CH2:7][OH:8])[N:2]=1.S(Cl)(Cl)=O.[CH:13]1([NH:16][C:17](=[O:35])[C:18]2[CH:23]=[CH:22][C:21]([CH3:24])=[C:20]([NH:25][C:26](=[O:34])[C:27]3[CH:32]=[CH:31][C:30](O)=[CH:29][CH:28]=3)[CH:19]=2)[CH2:15][CH2:14]1.C(=O)([O-])[O-].[Cs+].[Cs+]. (4) Given the product [CH2:15]([Sn:17]([CH2:20][CH3:21])([CH2:18][CH3:19])[C:7]1[O:6][C:10]2[CH:11]=[CH:12][CH:13]=[CH:14][C:9]=2[N:8]=1)[CH3:16], predict the reactants needed to synthesize it. The reactants are: C([Li])CCC.[O:6]1[C:10]2[CH:11]=[CH:12][CH:13]=[CH:14][C:9]=2[N:8]=[CH:7]1.[CH2:15]([Sn:17](Br)([CH2:20][CH3:21])[CH2:18][CH3:19])[CH3:16]. (5) Given the product [BrH:8].[CH3:1][C@H:2]1[NH:3][CH2:4][CH2:5][N:6]([C:9]2[CH:14]=[CH:13][CH:12]=[CH:11][N:10]=2)[CH2:7]1, predict the reactants needed to synthesize it. The reactants are: [CH3:1][C@@H:2]1[CH2:7][NH:6][CH2:5][CH2:4][NH:3]1.[Br:8][C:9]1[CH:14]=[CH:13][CH:12]=[CH:11][N:10]=1.